Dataset: Forward reaction prediction with 1.9M reactions from USPTO patents (1976-2016). Task: Predict the product of the given reaction. (1) Given the reactants S(Cl)([Cl:3])=O.[CH2:5]([N:7]1[C:11]2=[N:12][C:13]([CH2:25][CH3:26])=[C:14]([CH2:23]O)[C:15]([NH:16][CH:17]3[CH2:22][CH2:21][O:20][CH2:19][CH2:18]3)=[C:10]2[CH:9]=[N:8]1)[CH3:6], predict the reaction product. The product is: [Cl:3][CH2:23][C:14]1[C:13]([CH2:25][CH3:26])=[N:12][C:11]2[N:7]([CH2:5][CH3:6])[N:8]=[CH:9][C:10]=2[C:15]=1[NH:16][CH:17]1[CH2:22][CH2:21][O:20][CH2:19][CH2:18]1. (2) The product is: [C:15]([O:19][C:20](=[O:35])[NH:21][C@H:22]([C:26]([N:28]1[CH2:33][CH2:32][CH:31]([O:34][C:40]2[CH:41]=[CH:42][C:37]([F:36])=[CH:38][C:39]=2[O:44][CH3:45])[CH2:30][CH2:29]1)=[O:27])[CH:23]([CH3:25])[CH3:24])([CH3:17])([CH3:18])[CH3:16]. Given the reactants N(C(OC(C)C)=O)=NC(OC(C)C)=O.[C:15]([O:19][C:20](=[O:35])[NH:21][C@H:22]([C:26]([N:28]1[CH2:33][CH2:32][CH:31]([OH:34])[CH2:30][CH2:29]1)=[O:27])[CH:23]([CH3:25])[CH3:24])([CH3:18])([CH3:17])[CH3:16].[F:36][C:37]1[CH:42]=[CH:41][C:40](O)=[C:39]([O:44][CH3:45])[CH:38]=1.C1(P(C2C=CC=CC=2)C2C=CC=CC=2)C=CC=CC=1, predict the reaction product.